This data is from Peptide-MHC class I binding affinity with 185,985 pairs from IEDB/IMGT. The task is: Regression. Given a peptide amino acid sequence and an MHC pseudo amino acid sequence, predict their binding affinity value. This is MHC class I binding data. (1) The peptide sequence is RRWIQLGLQKC. The MHC is HLA-B27:05 with pseudo-sequence HLA-B27:05. The binding affinity (normalized) is 0.839. (2) The peptide sequence is YIESKRGVY. The MHC is HLA-A30:02 with pseudo-sequence HLA-A30:02. The binding affinity (normalized) is 0.644.